Dataset: Peptide-MHC class I binding affinity with 185,985 pairs from IEDB/IMGT. Task: Regression. Given a peptide amino acid sequence and an MHC pseudo amino acid sequence, predict their binding affinity value. This is MHC class I binding data. (1) The peptide sequence is GALDLSHFL. The MHC is HLA-A23:01 with pseudo-sequence HLA-A23:01. The binding affinity (normalized) is 0. (2) The peptide sequence is CMLDGGNML. The MHC is HLA-A69:01 with pseudo-sequence HLA-A69:01. The binding affinity (normalized) is 0.0847. (3) The peptide sequence is SPEVIPMF. The MHC is HLA-B35:03 with pseudo-sequence HLA-B35:03. The binding affinity (normalized) is 0.0800. (4) The peptide sequence is IDEEDDDL. The MHC is Mamu-B01 with pseudo-sequence Mamu-B01. The binding affinity (normalized) is 0.0508. (5) The peptide sequence is IEETNMITLL. The MHC is HLA-B40:01 with pseudo-sequence HLA-B40:01. The binding affinity (normalized) is 0.716. (6) The peptide sequence is LMFSTSAYL. The MHC is H-2-Db with pseudo-sequence H-2-Db. The binding affinity (normalized) is 0.206.